From a dataset of Catalyst prediction with 721,799 reactions and 888 catalyst types from USPTO. Predict which catalyst facilitates the given reaction. (1) Reactant: [CH3:1][C:2]([CH3:13])([C:7](=O)[C:8](OC)=[O:9])[C:3]([O:5][CH3:6])=[O:4].[CH:14]1([CH2:19][N:20]2[C:24]3=[N:25][CH:26]=[C:27]([F:29])[CH:28]=[C:23]3[C:22]([C:30](=[NH:33])[NH:31][NH2:32])=[N:21]2)[CH2:18][CH2:17][CH2:16][CH2:15]1. Product: [CH:14]1([CH2:19][N:20]2[C:24]3=[N:25][CH:26]=[C:27]([F:29])[CH:28]=[C:23]3[C:22]([C:30]3[N:31]=[N:32][C:7]([C:2]([CH3:13])([CH3:1])[C:3]([O:5][CH3:6])=[O:4])=[C:8]([OH:9])[N:33]=3)=[N:21]2)[CH2:15][CH2:16][CH2:17][CH2:18]1. The catalyst class is: 8. (2) Reactant: Cl[C:2]1[C:7]([C:8]#[C:9][C:10]2[CH:15]=[CH:14][CH:13]=[CH:12][CH:11]=2)=[CH:6][N:5]=[C:4]([N:16]=CN(C(C)C)C(C)C)[N:3]=1.[NH2:25][CH2:26][CH2:27][O:28][CH2:29][CH2:30][OH:31]. Product: [NH2:16][C:4]1[N:3]=[C:2]([NH:25][CH2:26][CH2:27][O:28][CH2:29][CH2:30][OH:31])[C:7]([C:8]#[C:9][C:10]2[CH:11]=[CH:12][CH:13]=[CH:14][CH:15]=2)=[CH:6][N:5]=1. The catalyst class is: 8. (3) The catalyst class is: 3. Product: [F:1][C:2]([F:39])([F:38])[C:3]1[CH:4]=[C:5]([CH:31]=[C:32]([C:34]([F:37])([F:36])[F:35])[CH:33]=1)[CH2:6][N:7]([CH2:14][C:15]1[C:16]([N:22]([CH2:25][CH:26]2[CH2:30][CH2:29][CH2:28][CH2:27]2)[CH2:23][CH3:24])=[N:17][CH:18]=[C:19]([CH:20]=1)[C:40]#[N:41])[C:8]1[N:9]=[N:10][N:11]([CH3:13])[N:12]=1. Reactant: [F:1][C:2]([F:39])([F:38])[C:3]1[CH:4]=[C:5]([CH:31]=[C:32]([C:34]([F:37])([F:36])[F:35])[CH:33]=1)[CH2:6][N:7]([CH2:14][C:15]1[C:16]([N:22]([CH2:25][CH:26]2[CH2:30][CH2:29][CH2:28][CH2:27]2)[CH2:23][CH3:24])=[N:17][CH:18]=[C:19](Br)[CH:20]=1)[C:8]1[N:9]=[N:10][N:11]([CH3:13])[N:12]=1.[C:40]([Cu])#[N:41].N.